Dataset: HIV replication inhibition screening data with 41,000+ compounds from the AIDS Antiviral Screen. Task: Binary Classification. Given a drug SMILES string, predict its activity (active/inactive) in a high-throughput screening assay against a specified biological target. The drug is O=C(Nc1cccc([N+](=O)[O-])c1)c1nnn(-c2cccc([N+](=O)[O-])c2)c1O.[NaH]. The result is 0 (inactive).